Task: Predict the product of the given reaction.. Dataset: Forward reaction prediction with 1.9M reactions from USPTO patents (1976-2016) (1) Given the reactants [C:1]([OH:20])(=[O:19])[CH2:2][CH2:3][CH2:4][CH2:5][CH2:6][CH2:7][CH2:8][CH2:9][CH2:10][CH2:11][CH2:12][CH2:13][CH2:14][CH2:15][CH2:16][CH2:17][CH3:18].O[N:22]1[C:26](=[O:27])[CH2:25][CH2:24][C:23]1=[O:28].C1CCC(N=C=NC2CCCCC2)CC1, predict the reaction product. The product is: [C:1]([O:20][N:22]1[C:26](=[O:27])[CH2:25][CH2:24][C:23]1=[O:28])(=[O:19])[CH2:2][CH2:3][CH2:4][CH2:5][CH2:6][CH2:7][CH2:8][CH2:9][CH2:10][CH2:11][CH2:12][CH2:13][CH2:14][CH2:15][CH2:16][CH2:17][CH3:18]. (2) Given the reactants [CH2:1]([O:8][C:9]([NH:11][C:12]([CH3:17])([CH3:16])[C:13](O)=[O:14])=[O:10])[C:2]1[CH:7]=[CH:6][CH:5]=[CH:4][CH:3]=1.Cl.C([N:21]=C=NCCCN(C)C)C.C(N(CC)CC)C.N, predict the reaction product. The product is: [CH2:1]([O:8][C:9]([NH:11][C:12]([CH3:17])([CH3:16])[C:13]([NH2:21])=[O:14])=[O:10])[C:2]1[CH:7]=[CH:6][CH:5]=[CH:4][CH:3]=1. (3) Given the reactants [Br:1][C:2]1[C:11]2[C:6](=[C:7]([CH2:12]Br)[CH:8]=[CH:9][CH:10]=2)[C:5]([CH2:14]Br)=[CH:4][CH:3]=1.O.O.O.O.O.O.O.O.O.[S-2].[Na+].[Na+].[S:28]([O-])([O-])(=O)=O.[Na+].[Na+].O, predict the reaction product. The product is: [Br:1][C:2]1[CH:3]=[CH:4][C:5]2[CH2:14][S:28][CH2:12][C:7]3[C:6]=2[C:11]=1[CH:10]=[CH:9][CH:8]=3.